This data is from Peptide-MHC class II binding affinity with 134,281 pairs from IEDB. The task is: Regression. Given a peptide amino acid sequence and an MHC pseudo amino acid sequence, predict their binding affinity value. This is MHC class II binding data. (1) The peptide sequence is SQLLELSWNLNGLQAY. The MHC is DRB1_0401 with pseudo-sequence DRB1_0401. The binding affinity (normalized) is 0.172. (2) The peptide sequence is TLTPMMSSKFPELGM. The MHC is DRB1_0401 with pseudo-sequence DRB1_0401. The binding affinity (normalized) is 0.0739. (3) The peptide sequence is ARGYISTRVGMGEAA. The MHC is DRB5_0101 with pseudo-sequence DRB5_0101. The binding affinity (normalized) is 0.247. (4) The peptide sequence is PFPQPQLPY. The MHC is DRB1_0701 with pseudo-sequence DRB1_0701. The binding affinity (normalized) is 0. (5) The binding affinity (normalized) is 0.420. The MHC is DRB1_0405 with pseudo-sequence DRB1_0405. The peptide sequence is VIPANWKPDTVYTSK. (6) The binding affinity (normalized) is 0.186. The peptide sequence is FENDEHIILYLVNFDK. The MHC is DRB4_0101 with pseudo-sequence DRB4_0103.